Task: Predict the reactants needed to synthesize the given product.. Dataset: Full USPTO retrosynthesis dataset with 1.9M reactions from patents (1976-2016) (1) Given the product [C:1]([O:5][C:6](=[O:35])[NH:7][C:8]1([C:12]2[CH:17]=[CH:16][C:15]([C:18]3[C:23](=[O:24])[C:22]4[CH:25]=[CH:26][C:27]([NH2:36])=[CH:28][C:21]=4[O:20][C:19]=3[C:29]3[CH:30]=[CH:31][CH:32]=[CH:33][CH:34]=3)=[CH:14][CH:13]=2)[CH2:9][CH2:10][CH2:11]1)([CH3:4])([CH3:2])[CH3:3], predict the reactants needed to synthesize it. The reactants are: [C:1]([O:5][C:6](=[O:35])[NH:7][C:8]1([C:12]2[CH:17]=[CH:16][C:15]([C:18]3[C:23](=[O:24])[C:22]4[CH:25]=[CH:26][CH:27]=[CH:28][C:21]=4[O:20][C:19]=3[C:29]3[CH:34]=[CH:33][CH:32]=[CH:31][CH:30]=3)=[CH:14][CH:13]=2)[CH2:11][CH2:10][CH2:9]1)([CH3:4])([CH3:3])[CH3:2].[NH2:36]C1C=CC2C(=O)C(Br)=C(C3C=CC=CC=3)OC=2C=1. (2) The reactants are: CO[C:3]([C:5]1[CH:9]=[CH:8][S:7][C:6]=1[NH2:10])=[O:4].[O-:11][C:12]#[N:13].[K+]. Given the product [NH:10]1[C:6]2[S:7][CH:8]=[CH:9][C:5]=2[C:3](=[O:4])[NH:13][C:12]1=[O:11], predict the reactants needed to synthesize it. (3) Given the product [F:9][C:10]([F:23])([F:22])[S:11]([O:14][C@@H:25]([CH3:27])[C:24]([O:29][C:30]([CH3:33])([CH3:32])[CH3:31])=[O:28])(=[O:13])=[O:12], predict the reactants needed to synthesize it. The reactants are: N1C(C)=CC=CC=1C.[F:9][C:10]([F:23])([F:22])[S:11]([O:14]S(C(F)(F)F)(=O)=O)(=[O:13])=[O:12].[C:24]([O:29][C:30]([CH3:33])([CH3:32])[CH3:31])(=[O:28])[C@H:25]([CH3:27])O. (4) Given the product [F:1][C:2]1[C:11]2[O:10][CH2:9][CH:8]([CH2:12][NH:32][CH2:28][CH2:29][CH2:30][CH3:31])[O:7][C:6]=2[CH:5]=[C:4]([S:24]([CH3:27])(=[O:25])=[O:26])[CH:3]=1, predict the reactants needed to synthesize it. The reactants are: [F:1][C:2]1[C:11]2[O:10][CH2:9][CH:8]([CH2:12]OS(C3C=CC(C)=CC=3)(=O)=O)[O:7][C:6]=2[CH:5]=[C:4]([S:24]([CH3:27])(=[O:26])=[O:25])[CH:3]=1.[CH2:28]([NH2:32])[CH2:29][CH2:30][CH3:31]. (5) Given the product [Br:26][C:27]1[CH:28]=[CH:29][C:30]([O:39][CH2:41][C:42]2[CH:43]=[C:44]([C:48]3[CH:53]=[CH:52][CH:51]=[C:50]([CH2:54][NH:55][C:56]([O:57][C:58]([CH3:61])([CH3:60])[CH3:59])=[O:62])[CH:49]=3)[CH:45]=[CH:46][CH:47]=2)=[C:31]([CH2:33][C:34]([O:36][CH2:37][CH3:38])=[O:35])[CH:32]=1, predict the reactants needed to synthesize it. The reactants are: BrC1C=C(C=CC=1C#N)COC1C=CC=CC=1CC(OC(C)(C)C)=O.[Br:26][C:27]1[CH:28]=[CH:29][C:30]([OH:39])=[C:31]([CH2:33][C:34]([O:36][CH2:37][CH3:38])=[O:35])[CH:32]=1.O[CH2:41][C:42]1[CH:43]=[C:44]([C:48]2[CH:53]=[CH:52][CH:51]=[C:50]([CH2:54][NH:55][C:56](=[O:62])[O:57][C:58]([CH3:61])([CH3:60])[CH3:59])[CH:49]=2)[CH:45]=[CH:46][CH:47]=1. (6) Given the product [S:15]1[CH:19]=[CH:18][CH:17]=[C:16]1[C:2]1[CH:14]=[CH:13][C:5]2[S:6][C:7]([C:9]([O:11][CH3:12])=[O:10])=[CH:8][C:4]=2[CH:3]=1, predict the reactants needed to synthesize it. The reactants are: Br[C:2]1[CH:14]=[CH:13][C:5]2[S:6][C:7]([C:9]([O:11][CH3:12])=[O:10])=[CH:8][C:4]=2[CH:3]=1.[S:15]1[CH:19]=[CH:18][CH:17]=[C:16]1B(O)O.[Cl-].[Li+].C(=O)([O-])[O-].[Na+].[Na+]. (7) Given the product [F:13][C:14]1[C:15]([C:28]2[N:29]=[C:30]([CH3:33])[N:31]([CH:11]([CH3:12])[CH3:37])[CH:32]=2)=[N:16][C:17]([NH:20][CH:21]2[CH2:27][CH2:26][CH2:25][CH2:24][N:23]([S:2]([CH3:1])(=[O:4])=[O:3])[CH2:22]2)=[N:18][CH:19]=1, predict the reactants needed to synthesize it. The reactants are: [CH3:1][S:2](Cl)(=[O:4])=[O:3].C(N([CH2:11][CH3:12])CC)C.[F:13][C:14]1[C:15]([C:28]2[N:29](C(C)C)[C:30]([CH3:33])=[N:31][CH:32]=2)=[N:16][C:17]([NH:20][CH:21]2[CH2:27][CH2:26][CH2:25][CH2:24][NH:23][CH2:22]2)=[N:18][CH:19]=1.[CH2:37](Cl)Cl. (8) Given the product [OH:1][CH2:2][P:3]([CH2:6][OH:7])(=[O:4])[O-:5].[CH2:22]([N+:13]([CH2:9][CH2:10][CH2:11][CH3:12])([CH2:14][CH2:15][CH2:16][CH3:17])[CH2:18][CH2:19][CH2:20][CH3:21])[CH2:23][CH2:24][CH3:25], predict the reactants needed to synthesize it. The reactants are: [OH:1][CH2:2][P:3]([CH2:6][OH:7])(=[O:5])[OH:4].[OH-].[CH2:9]([N+:13]([CH2:22][CH2:23][CH2:24][CH3:25])([CH2:18][CH2:19][CH2:20][CH3:21])[CH2:14][CH2:15][CH2:16][CH3:17])[CH2:10][CH2:11][CH3:12]. (9) Given the product [CH3:15][C:14]1[C:9]([O:8][C:7]2[CH:16]=[CH:17][C:4]([NH:1][C:2]3[O:25][C:20]4[CH:21]=[CH:22][CH:23]=[CH:24][C:19]=4[N:18]=3)=[CH:5][CH:6]=2)=[N:10][CH:11]=[CH:12][CH:13]=1, predict the reactants needed to synthesize it. The reactants are: [N:1]([C:4]1[CH:17]=[CH:16][C:7]([O:8][C:9]2[C:14]([CH3:15])=[CH:13][CH:12]=[CH:11][N:10]=2)=[CH:6][CH:5]=1)=[C:2]=S.[NH2:18][C:19]1[CH:24]=[CH:23][CH:22]=[CH:21][C:20]=1[OH:25].C1(N=C=NC2CCCCC2)CCCCC1.